Regression. Given two drug SMILES strings and cell line genomic features, predict the synergy score measuring deviation from expected non-interaction effect. From a dataset of NCI-60 drug combinations with 297,098 pairs across 59 cell lines. (1) Drug 1: C1CCN(CC1)CCOC2=CC=C(C=C2)C(=O)C3=C(SC4=C3C=CC(=C4)O)C5=CC=C(C=C5)O. Drug 2: CCC1(CC2CC(C3=C(CCN(C2)C1)C4=CC=CC=C4N3)(C5=C(C=C6C(=C5)C78CCN9C7C(C=CC9)(C(C(C8N6C=O)(C(=O)OC)O)OC(=O)C)CC)OC)C(=O)OC)O.OS(=O)(=O)O. Cell line: HL-60(TB). Synergy scores: CSS=48.5, Synergy_ZIP=24.0, Synergy_Bliss=25.2, Synergy_Loewe=-53.5, Synergy_HSA=14.8. (2) Drug 2: CN(CC1=CN=C2C(=N1)C(=NC(=N2)N)N)C3=CC=C(C=C3)C(=O)NC(CCC(=O)O)C(=O)O. Drug 1: CCC1(CC2CC(C3=C(CCN(C2)C1)C4=CC=CC=C4N3)(C5=C(C=C6C(=C5)C78CCN9C7C(C=CC9)(C(C(C8N6C)(C(=O)OC)O)OC(=O)C)CC)OC)C(=O)OC)O.OS(=O)(=O)O. Cell line: PC-3. Synergy scores: CSS=54.4, Synergy_ZIP=4.73, Synergy_Bliss=0.763, Synergy_Loewe=-8.56, Synergy_HSA=0.299. (3) Drug 1: CC1C(C(=O)NC(C(=O)N2CCCC2C(=O)N(CC(=O)N(C(C(=O)O1)C(C)C)C)C)C(C)C)NC(=O)C3=C4C(=C(C=C3)C)OC5=C(C(=O)C(=C(C5=N4)C(=O)NC6C(OC(=O)C(N(C(=O)CN(C(=O)C7CCCN7C(=O)C(NC6=O)C(C)C)C)C)C(C)C)C)N)C. Drug 2: CCC1=C2CN3C(=CC4=C(C3=O)COC(=O)C4(CC)O)C2=NC5=C1C=C(C=C5)O. Cell line: UACC-257. Synergy scores: CSS=1.78, Synergy_ZIP=7.05, Synergy_Bliss=3.36, Synergy_Loewe=-10.4, Synergy_HSA=-2.01. (4) Drug 1: C1CN(P(=O)(OC1)NCCCl)CCCl. Drug 2: CC1CCCC2(C(O2)CC(NC(=O)CC(C(C(=O)C(C1O)C)(C)C)O)C(=CC3=CSC(=N3)C)C)C. Cell line: NCI-H322M. Synergy scores: CSS=47.4, Synergy_ZIP=3.45, Synergy_Bliss=1.89, Synergy_Loewe=-10.1, Synergy_HSA=3.51. (5) Cell line: CCRF-CEM. Drug 2: CC1CCCC2(C(O2)CC(NC(=O)CC(C(C(=O)C(C1O)C)(C)C)O)C(=CC3=CSC(=N3)C)C)C. Synergy scores: CSS=52.8, Synergy_ZIP=6.46, Synergy_Bliss=5.41, Synergy_Loewe=-31.4, Synergy_HSA=2.69. Drug 1: CC1=C(C=C(C=C1)C(=O)NC2=CC(=CC(=C2)C(F)(F)F)N3C=C(N=C3)C)NC4=NC=CC(=N4)C5=CN=CC=C5. (6) Drug 1: CCC1=C2CN3C(=CC4=C(C3=O)COC(=O)C4(CC)O)C2=NC5=C1C=C(C=C5)O. Drug 2: C1C(C(OC1N2C=NC3=C2NC=NCC3O)CO)O. Cell line: UACC62. Synergy scores: CSS=51.6, Synergy_ZIP=5.02, Synergy_Bliss=3.51, Synergy_Loewe=-59.7, Synergy_HSA=3.25. (7) Drug 1: CC1C(C(CC(O1)OC2CC(CC3=C2C(=C4C(=C3O)C(=O)C5=C(C4=O)C(=CC=C5)OC)O)(C(=O)C)O)N)O.Cl. Drug 2: CC1C(C(CC(O1)OC2CC(OC(C2O)C)OC3=CC4=CC5=C(C(=O)C(C(C5)C(C(=O)C(C(C)O)O)OC)OC6CC(C(C(O6)C)O)OC7CC(C(C(O7)C)O)OC8CC(C(C(O8)C)O)(C)O)C(=C4C(=C3C)O)O)O)O. Cell line: RXF 393. Synergy scores: CSS=11.1, Synergy_ZIP=4.70, Synergy_Bliss=11.9, Synergy_Loewe=2.19, Synergy_HSA=12.0. (8) Drug 1: CC1=CC=C(C=C1)C2=CC(=NN2C3=CC=C(C=C3)S(=O)(=O)N)C(F)(F)F. Drug 2: C1C(C(OC1N2C=NC3=C2NC=NCC3O)CO)O. Cell line: NCI-H522. Synergy scores: CSS=1.83, Synergy_ZIP=-0.000828, Synergy_Bliss=-1.61, Synergy_Loewe=-1.44, Synergy_HSA=-1.63. (9) Drug 1: C1=CC(=CC=C1CCCC(=O)O)N(CCCl)CCCl. Drug 2: C#CCC(CC1=CN=C2C(=N1)C(=NC(=N2)N)N)C3=CC=C(C=C3)C(=O)NC(CCC(=O)O)C(=O)O. Cell line: EKVX. Synergy scores: CSS=-2.05, Synergy_ZIP=-5.71, Synergy_Bliss=-13.3, Synergy_Loewe=-11.1, Synergy_HSA=-10.8.